Dataset: Forward reaction prediction with 1.9M reactions from USPTO patents (1976-2016). Task: Predict the product of the given reaction. (1) Given the reactants [Br:1][C:2]1[N:7]=[C:6]([CH:8]([OH:13])[C:9](OC)=[O:10])[CH:5]=[CH:4][CH:3]=1.[NH4+:14].[Cl-].N, predict the reaction product. The product is: [Br:1][C:2]1[N:7]=[C:6]([CH:8]([OH:13])[C:9]([NH2:14])=[O:10])[CH:5]=[CH:4][CH:3]=1. (2) Given the reactants [CH:1]1[C:14]2[C:5](=[N:6][CH:7]=[C:8]3[C:13]=2[CH:12]=[CH:11][CH:10]=[CH:9]3)[CH:4]=[CH:3][CH:2]=1.[CH:15]1([C:19](Cl)=[O:20])[CH2:18][CH2:17][CH2:16]1.[NH:22]1[C:30]2[C:25](=[CH:26][CH:27]=[CH:28][CH:29]=2)[CH:24]=[CH:23]1, predict the reaction product. The product is: [CH:15]1([C:19]([N:6]2[CH:7]([C:24]3[C:25]4[C:30](=[CH:29][CH:28]=[CH:27][CH:26]=4)[NH:22][CH:23]=3)[C:8]3[C:13](=[CH:12][CH:11]=[CH:10][CH:9]=3)[C:14]3[CH:1]=[CH:2][CH:3]=[CH:4][C:5]2=3)=[O:20])[CH2:18][CH2:17][CH2:16]1.